From a dataset of Full USPTO retrosynthesis dataset with 1.9M reactions from patents (1976-2016). Predict the reactants needed to synthesize the given product. (1) Given the product [ClH:21].[CH3:1][O:2][C:3]1[CH:20]=[CH:19][C:6]2[S:7][C:8]([C:10]3[CH2:16][CH:15]4[NH:17][CH:12]([CH2:13][CH2:14]4)[CH:11]=3)=[CH:9][C:5]=2[CH:4]=1, predict the reactants needed to synthesize it. The reactants are: [CH3:1][O:2][C:3]1[CH:20]=[CH:19][C:6]2[S:7][C:8]([C:10]3[CH2:16][CH:15]4[N:17](C)[CH:12]([CH2:13][CH2:14]4)[CH:11]=3)=[CH:9][C:5]=2[CH:4]=1.[Cl:21]C(OC(Cl)=O)C.CO. (2) Given the product [Cl:1][C:2]1[S:6][C:5]([CH:7]2[CH2:12][CH2:11][N:10]([C:13](=[O:24])[CH2:14][N:15]3[C:19]([CH3:18])=[C:56]([CH3:57])[C:55]([CH2:66][C:64]([OH:70])=[O:65])=[N:54]3)[CH2:9][CH2:8]2)=[N:4][C:3]=1[C:25]1[CH:26]=[C:27]([C:37]([CH3:39])([CH3:38])[CH3:40])[C:28]([O:35][CH3:36])=[C:29]([C:31]([CH3:34])([CH3:33])[CH3:32])[CH:30]=1, predict the reactants needed to synthesize it. The reactants are: [Cl:1][C:2]1[S:6][C:5]([CH:7]2[CH2:12][CH2:11][N:10]([C:13](=[O:24])[CH2:14][N:15]3[C:19]4=NC=CC=[C:18]4N=C3)[CH2:9][CH2:8]2)=[N:4][C:3]=1[C:25]1[CH:30]=[C:29]([C:31]([CH3:34])([CH3:33])[CH3:32])[C:28]([O:35][CH3:36])=[C:27]([C:37]([CH3:40])([CH3:39])[CH3:38])[CH:26]=1.C(N(C(C)C)CC)(C)C.CCN=C=[N:54][CH2:55][CH2:56][CH2:57]N(C)C.CC#N.[C:64]([OH:70])([C:66](F)(F)F)=[O:65]. (3) Given the product [Cl:1][C:2]1[C:9]([F:10])=[CH:8][CH:7]=[C:6]([F:11])[C:3]=1[CH:4]=[N:18][OH:17], predict the reactants needed to synthesize it. The reactants are: [Cl:1][C:2]1[C:9]([F:10])=[CH:8][CH:7]=[C:6]([F:11])[C:3]=1[CH:4]=O.C([O-])(O)=O.[Na+].[OH2:17].[NH2:18]O.Cl. (4) Given the product [O:18]1[CH2:23][CH2:22][CH:21]([CH2:24][NH:25][C:15]([C:12]2[CH:11]=[C:10]([CH2:9][O:8][CH2:1][C:2]3[CH:3]=[CH:4][CH:5]=[CH:6][CH:7]=3)[O:14][N:13]=2)=[O:17])[CH2:20][CH2:19]1, predict the reactants needed to synthesize it. The reactants are: [CH2:1]([O:8][CH2:9][C:10]1[O:14][N:13]=[C:12]([C:15]([OH:17])=O)[CH:11]=1)[C:2]1[CH:7]=[CH:6][CH:5]=[CH:4][CH:3]=1.[O:18]1[CH2:23][CH2:22][CH:21]([CH2:24][NH2:25])[CH2:20][CH2:19]1.ON1C2C=CC=CC=2N=N1.Cl.C(N=C=NCCCN(C)C)C.